Task: Predict hERG channel inhibition at various concentrations.. Dataset: hERG Central: cardiac toxicity at 1µM, 10µM, and general inhibition (1) The molecule is COc1ccc(-n2c(SCC(=O)NNC(=O)c3ccc(C)cc3)nnc2-c2ccncc2)cc1. Results: hERG_inhib (hERG inhibition (general)): blocker. (2) The compound is CN1CCc2c(sc(NC(=O)c3cc(Cl)sc3Cl)c2C(N)=O)C1.Cl. Results: hERG_inhib (hERG inhibition (general)): blocker. (3) The molecule is Cc1cc(C)cc(NC(=O)COC(=O)CCCC2=NS(=O)(=O)c3ccccc3N2)c1. Results: hERG_inhib (hERG inhibition (general)): blocker. (4) The molecule is CC(=O)c1ccc(N2CCN(C(=O)CCc3ccccc3)CC2)cc1. Results: hERG_inhib (hERG inhibition (general)): blocker. (5) The molecule is COc1ccccc1Nc1nc(N)nc(CN2CCCCCC2)n1. Results: hERG_inhib (hERG inhibition (general)): blocker. (6) The molecule is Cc1ccc(-n2cc(CNC(C)Cc3cnccn3)c(-c3cccc(C)c3)n2)cc1. Results: hERG_inhib (hERG inhibition (general)): blocker. (7) The drug is C=CCc1ccc(OCCCNCc2ccccc2)c(OC)c1.O=C(O)C(=O)O. Results: hERG_inhib (hERG inhibition (general)): blocker.